From a dataset of Forward reaction prediction with 1.9M reactions from USPTO patents (1976-2016). Predict the product of the given reaction. (1) Given the reactants C([O:8][C:9]1[CH:14]=[CH:13][C:12]([C:15]2[N:16]([CH2:21][CH2:22][CH2:23][C:24]3[CH:29]=[CH:28][C:27]([CH2:30][CH2:31][CH2:32][CH2:33][CH3:34])=[CH:26][CH:25]=3)[C:17]([CH3:20])=[CH:18][CH:19]=2)=[CH:11][CH:10]=1)C1C=CC=CC=1, predict the reaction product. The product is: [CH3:20][C:17]1[N:16]([CH2:21][CH2:22][CH2:23][C:24]2[CH:29]=[CH:28][C:27]([CH2:30][CH2:31][CH2:32][CH2:33][CH3:34])=[CH:26][CH:25]=2)[C:15]([C:12]2[CH:11]=[CH:10][C:9]([OH:8])=[CH:14][CH:13]=2)=[CH:19][CH:18]=1. (2) Given the reactants [OH:1][C:2]1[CH:3]=[C:4]([CH:7]=[CH:8][C:9]=1[CH3:10])[CH:5]=[O:6].[CH2:11](I)[CH3:12].C([O-])([O-])=O.[K+].[K+], predict the reaction product. The product is: [CH2:11]([O:1][C:2]1[CH:3]=[C:4]([CH:7]=[CH:8][C:9]=1[CH3:10])[CH:5]=[O:6])[CH3:12].